Dataset: Full USPTO retrosynthesis dataset with 1.9M reactions from patents (1976-2016). Task: Predict the reactants needed to synthesize the given product. (1) Given the product [CH3:20][S:21]([O:1][C@@H:2]1[CH2:6][CH2:5][N:4]([C:7]([O:9][CH2:10][C:11]2[CH:16]=[CH:15][C:14]([N+:17]([O-:19])=[O:18])=[CH:13][CH:12]=2)=[O:8])[CH2:3]1)(=[O:23])=[O:22], predict the reactants needed to synthesize it. The reactants are: [OH:1][C@@H:2]1[CH2:6][CH2:5][N:4]([C:7]([O:9][CH2:10][C:11]2[CH:16]=[CH:15][C:14]([N+:17]([O-:19])=[O:18])=[CH:13][CH:12]=2)=[O:8])[CH2:3]1.[CH3:20][S:21](Cl)(=[O:23])=[O:22].C(N(CC)CC)C. (2) Given the product [CH3:12][O:11][C:9]1[CH:8]=[CH:7][C:5]2[NH:6][C:2]([S:1][C:18]3[O:22][C:21]([CH:23]=[O:24])=[CH:20][CH:19]=3)=[N:3][C:4]=2[CH:10]=1, predict the reactants needed to synthesize it. The reactants are: [SH:1][C:2]1[NH:3][C:4]2[CH:10]=[C:9]([O:11][CH3:12])[CH:8]=[CH:7][C:5]=2[N:6]=1.[H-].[Na+].[N+]([C:18]1[O:22][C:21]([CH:23]=[O:24])=[CH:20][CH:19]=1)([O-])=O. (3) Given the product [CH2:28]([O:30][C:31]1[CH:32]=[C:33]([CH:34]=[CH:35][C:36]=1[O:37][CH2:38][CH3:39])[CH2:40][C:41]1[O:24][N:23]=[C:22]([C:17]2[CH:18]=[CH:19][CH:20]=[C:21]3[C:16]=2[CH2:15][CH2:14][C@@H:13]3[N:5]([CH2:4][C:3]([N:2]([CH3:1])[CH3:27])=[O:26])[C:6](=[O:12])[O:7][C:8]([CH3:11])([CH3:10])[CH3:9])[N:25]=1)[CH3:29], predict the reactants needed to synthesize it. The reactants are: [CH3:1][N:2]([CH3:27])[C:3](=[O:26])[CH2:4][N:5]([C@@H:13]1[C:21]2[C:16](=[C:17]([C:22](=[NH:25])[NH:23][OH:24])[CH:18]=[CH:19][CH:20]=2)[CH2:15][CH2:14]1)[C:6](=[O:12])[O:7][C:8]([CH3:11])([CH3:10])[CH3:9].[CH2:28]([O:30][C:31]1[CH:32]=[C:33]([CH2:40][C:41](O)=O)[CH:34]=[CH:35][C:36]=1[O:37][CH2:38][CH3:39])[CH3:29]. (4) Given the product [NH:1]1[C:9]2[C:4](=[CH:5][CH:6]=[CH:7][CH:8]=2)[C:3]([C:10](=[O:31])[CH:11]([N:18]([C:23]2[CH:28]=[CH:27][CH:26]=[C:25]([O:29][CH3:30])[CH:24]=2)[C:19](=[O:22])[CH2:20][N:33]([CH3:34])[CH3:32])[C:12]2[CH:17]=[CH:16][CH:15]=[CH:14][CH:13]=2)=[CH:2]1, predict the reactants needed to synthesize it. The reactants are: [NH:1]1[C:9]2[C:4](=[CH:5][CH:6]=[CH:7][CH:8]=2)[C:3]([C:10](=[O:31])[CH:11]([N:18]([C:23]2[CH:28]=[CH:27][CH:26]=[C:25]([O:29][CH3:30])[CH:24]=2)[C:19](=[O:22])[CH2:20]Cl)[C:12]2[CH:17]=[CH:16][CH:15]=[CH:14][CH:13]=2)=[CH:2]1.[CH3:32][NH:33][CH3:34]. (5) Given the product [CH2:6]([C:13]1[S:17][C:16]([Br:1])=[N:15][CH:14]=1)[C:7]1[CH:12]=[CH:11][CH:10]=[CH:9][CH:8]=1, predict the reactants needed to synthesize it. The reactants are: [Br:1][Si](C)(C)C.[CH2:6]([C:13]1[S:17][C:16](Cl)=[N:15][CH:14]=1)[C:7]1[CH:12]=[CH:11][CH:10]=[CH:9][CH:8]=1.